This data is from Forward reaction prediction with 1.9M reactions from USPTO patents (1976-2016). The task is: Predict the product of the given reaction. (1) Given the reactants Br[C:2]1[N:7]=[C:6]([O:8][C@@H:9]([C@H:11]2[CH2:15][N:14]([C@@H](C3C=CC(OC)=CC=3)C)[C:13](=[O:26])[CH2:12]2)[CH3:10])[C:5]2[N:27]([CH:30]3[CH2:32][CH2:31]3)[CH:28]=[N:29][C:4]=2[CH:3]=1.ClC1N=C(O[C@@H]([C@H]2CN([C@@H](C3C=CC(OC)=CC=3)C)C(=O)C2)C)C2N(C3CC3)C=NC=2C=1.[O:65]1[CH2:70][CH2:69][N:68]([C:71]2[CH:76]=[CH:75][C:74](B(O)O)=[CH:73][CH:72]=2)[CH2:67][CH2:66]1.FC(F)(F)C(O)=O, predict the reaction product. The product is: [CH:30]1([N:27]2[C:5]3[C:6]([O:8][C@@H:9]([C@H:11]4[CH2:15][NH:14][C:13](=[O:26])[CH2:12]4)[CH3:10])=[N:7][C:2]([C:74]4[CH:73]=[CH:72][C:71]([N:68]5[CH2:67][CH2:66][O:65][CH2:70][CH2:69]5)=[CH:76][CH:75]=4)=[CH:3][C:4]=3[N:29]=[CH:28]2)[CH2:32][CH2:31]1. (2) The product is: [Cl:1][C:2]1[CH:3]=[C:4]([NH:9][C:10]2[C:19]3[C:14](=[CH:15][CH:16]=[C:17]([NH:20][CH2:21][C:22]([OH:24])=[O:23])[CH:18]=3)[N:13]=[CH:12][C:11]=2[C:27]#[N:28])[CH:5]=[CH:6][C:7]=1[F:8]. Given the reactants [Cl:1][C:2]1[CH:3]=[C:4]([NH:9][C:10]2[C:19]3[C:14](=[CH:15][CH:16]=[C:17]([NH:20][CH2:21][C:22]([O:24]CC)=[O:23])[CH:18]=3)[N:13]=[CH:12][C:11]=2[C:27]#[N:28])[CH:5]=[CH:6][C:7]=1[F:8].[OH-].[Li+], predict the reaction product. (3) Given the reactants C(=O)([O-])[O-].[K+].[K+].[CH2:7]([O:9][C:10]([C:12]1[N:13]=[C:14]([CH2:17]Br)[S:15][CH:16]=1)=[O:11])[CH3:8].[I:19][C:20]1[CH:25]=[CH:24][C:23]([OH:26])=[CH:22][CH:21]=1, predict the reaction product. The product is: [CH2:7]([O:9][C:10]([C:12]1[N:13]=[C:14]([CH2:17][O:26][C:23]2[CH:24]=[CH:25][C:20]([I:19])=[CH:21][CH:22]=2)[S:15][CH:16]=1)=[O:11])[CH3:8]. (4) Given the reactants [CH:1]1([C:6]2[CH:29]=[CH:28][C:9]([CH2:10][O:11][C:12]3[CH:20]=[CH:19][C:18]4[N:17]5[CH2:21][CH2:22][CH:23]([CH2:24][C:25]([OH:27])=[O:26])[C:16]5=[CH:15][C:14]=4[CH:13]=3)=[CH:8][C:7]=2[C:30]([F:33])([F:32])[F:31])[CH2:5][CH2:4][CH2:3][CH2:2]1.C1C(=O)N([Br:41])C(=O)C1, predict the reaction product. The product is: [Br:41][C:15]1[C:14]2[CH:13]=[C:12]([O:11][CH2:10][C:9]3[CH:28]=[CH:29][C:6]([CH:1]4[CH2:5][CH2:4][CH2:3][CH2:2]4)=[C:7]([C:30]([F:33])([F:31])[F:32])[CH:8]=3)[CH:20]=[CH:19][C:18]=2[N:17]2[CH2:21][CH2:22][CH:23]([CH2:24][C:25]([OH:27])=[O:26])[C:16]=12. (5) Given the reactants [CH3:1][Si:2]([C:5]#[CH:6])([CH3:4])[CH3:3].C1(P(C2C=CC=CC=2)C2C=CC=CC=2)C=CC=CC=1.C(=O)([O-])[O-].[K+].[K+].Br[C:33]1[CH:34]=[CH:35][C:36]([S:40][CH2:41][CH3:42])=[C:37]([CH:39]=1)[NH2:38], predict the reaction product. The product is: [CH2:41]([S:40][C:36]1[CH:35]=[CH:34][C:33]([C:6]#[C:5][Si:2]([CH3:4])([CH3:3])[CH3:1])=[CH:39][C:37]=1[NH2:38])[CH3:42].